From a dataset of CYP2C19 inhibition data for predicting drug metabolism from PubChem BioAssay. Regression/Classification. Given a drug SMILES string, predict its absorption, distribution, metabolism, or excretion properties. Task type varies by dataset: regression for continuous measurements (e.g., permeability, clearance, half-life) or binary classification for categorical outcomes (e.g., BBB penetration, CYP inhibition). Dataset: cyp2c19_veith. The compound is Cc1ccc(S(=O)(=O)NCc2ccccc2)cc1. The result is 0 (non-inhibitor).